This data is from Full USPTO retrosynthesis dataset with 1.9M reactions from patents (1976-2016). The task is: Predict the reactants needed to synthesize the given product. (1) Given the product [CH2:4]([N:11]1[CH:12]([CH:20]([OH:21])[CH3:25])[CH2:13][O:14][C:15]([CH3:18])([CH3:19])[C:16]1=[O:17])[C:5]1[CH:10]=[CH:9][CH:8]=[CH:7][CH:6]=1, predict the reactants needed to synthesize it. The reactants are: C[Mg]Br.[CH2:4]([N:11]1[C:16](=[O:17])[C:15]([CH3:19])([CH3:18])[O:14][CH2:13][CH:12]1[CH:20]=[O:21])[C:5]1[CH:10]=[CH:9][CH:8]=[CH:7][CH:6]=1.[Cl-].[NH4+].Cl[CH2:25]Cl. (2) The reactants are: [CH3:1][O:2][C:3]1[CH:12]=[C:11]2[C:6]([CH:7]=[C:8]([C:14]([OH:16])=O)[C:9](=[O:13])[NH:10]2)=[CH:5][C:4]=1[O:17][CH2:18][CH2:19][O:20][CH3:21].[CH3:22][C:23]1[CH:28]=[CH:27][C:26]([C:29]2[N:30]=[N:31][NH:32][N:33]=2)=[CH:25][C:24]=1[NH2:34]. Given the product [CH3:22][C:23]1[CH:28]=[CH:27][C:26]([C:29]2[NH:33][N:32]=[N:31][N:30]=2)=[CH:25][C:24]=1[NH:34][C:14]([C:8]1[C:9](=[O:13])[NH:10][C:11]2[C:6]([CH:7]=1)=[CH:5][C:4]([O:17][CH2:18][CH2:19][O:20][CH3:21])=[C:3]([O:2][CH3:1])[CH:12]=2)=[O:16], predict the reactants needed to synthesize it. (3) Given the product [Cl:16][C:17]1[CH:18]=[C:19]([CH:23]=[C:24]([C:26]([F:27])([F:28])[F:29])[CH:25]=1)[C:20]([NH:15][NH:14][C:5]1[CH:6]=[C:7]([C:10]([F:12])([F:13])[F:11])[CH:8]=[CH:9][C:4]=1[S:3][CH2:1][CH3:2])=[O:21], predict the reactants needed to synthesize it. The reactants are: [CH2:1]([S:3][C:4]1[CH:9]=[CH:8][C:7]([C:10]([F:13])([F:12])[F:11])=[CH:6][C:5]=1[NH:14][NH2:15])[CH3:2].[Cl:16][C:17]1[CH:18]=[C:19]([CH:23]=[C:24]([C:26]([F:29])([F:28])[F:27])[CH:25]=1)[C:20](O)=[O:21]. (4) Given the product [Cl-:1].[C:17]([O:16][C:14]([NH:13][NH:12][C:10]([CH2:9][C:6]1[CH:7]=[CH:8][C:3]([CH2:2][P+:27]([C:28]2[CH:29]=[CH:30][CH:31]=[CH:32][CH:33]=2)([C:34]2[CH:39]=[CH:38][CH:37]=[CH:36][CH:35]=2)[C:21]2[CH:22]=[CH:23][CH:24]=[CH:25][CH:26]=2)=[CH:4][CH:5]=1)=[O:11])=[O:15])([CH3:20])([CH3:19])[CH3:18], predict the reactants needed to synthesize it. The reactants are: [Cl:1][CH2:2][C:3]1[CH:8]=[CH:7][C:6]([CH2:9][C:10]([NH:12][NH:13][C:14]([O:16][C:17]([CH3:20])([CH3:19])[CH3:18])=[O:15])=[O:11])=[CH:5][CH:4]=1.[C:21]1([P:27]([C:34]2[CH:39]=[CH:38][CH:37]=[CH:36][CH:35]=2)[C:28]2[CH:33]=[CH:32][CH:31]=[CH:30][CH:29]=2)[CH:26]=[CH:25][CH:24]=[CH:23][CH:22]=1. (5) Given the product [C:15]1([CH3:18])[CH:14]=[CH:13][C:12]([C:10]2[N:11]=[C:7]([CH2:6][CH:5]([C:26]3[CH:27]=[C:28]([CH3:32])[CH:29]=[CH:30][CH:31]=3)[C:4]([OH:33])=[O:3])[NH:8][C:9]=2[C:19]2[CH:20]=[CH:21][C:22]([CH3:25])=[CH:23][CH:24]=2)=[CH:17][CH:16]=1, predict the reactants needed to synthesize it. The reactants are: C([O:3][C:4](=[O:33])[CH:5]([C:26]1[CH:27]=[C:28]([CH3:32])[CH:29]=[CH:30][CH:31]=1)[CH2:6][C:7]1[NH:8][C:9]([C:19]2[CH:24]=[CH:23][C:22]([CH3:25])=[CH:21][CH:20]=2)=[C:10]([C:12]2[CH:17]=[CH:16][C:15]([CH3:18])=[CH:14][CH:13]=2)[N:11]=1)C.CC1C=CC(C(C(C2C=CC(C)=CC=2)=O)=O)=CC=1. (6) Given the product [C:14]([O:18][C:19]([NH:1][C@@H:2]([CH2:6][CH:7]1[CH2:11][CH2:10][CH2:9][CH2:8]1)[C:3]([OH:5])=[O:4])=[O:20])([CH3:17])([CH3:16])[CH3:15], predict the reactants needed to synthesize it. The reactants are: [NH2:1][C@@H:2]([CH2:6][CH:7]1[CH2:11][CH2:10][CH2:9][CH2:8]1)[C:3]([OH:5])=[O:4].[OH-].[Na+].[C:14]([O:18][C:19](O[C:19]([O:18][C:14]([CH3:17])([CH3:16])[CH3:15])=[O:20])=[O:20])([CH3:17])([CH3:16])[CH3:15].Cl.